Dataset: NCI-60 drug combinations with 297,098 pairs across 59 cell lines. Task: Regression. Given two drug SMILES strings and cell line genomic features, predict the synergy score measuring deviation from expected non-interaction effect. (1) Drug 1: C1=C(C(=O)NC(=O)N1)N(CCCl)CCCl. Drug 2: CC1=C2C(C(=O)C3(C(CC4C(C3C(C(C2(C)C)(CC1OC(=O)C(C(C5=CC=CC=C5)NC(=O)C6=CC=CC=C6)O)O)OC(=O)C7=CC=CC=C7)(CO4)OC(=O)C)O)C)OC(=O)C. Cell line: TK-10. Synergy scores: CSS=25.3, Synergy_ZIP=-7.64, Synergy_Bliss=-0.0232, Synergy_Loewe=-0.318, Synergy_HSA=0.890. (2) Drug 1: CC1=C(N=C(N=C1N)C(CC(=O)N)NCC(C(=O)N)N)C(=O)NC(C(C2=CN=CN2)OC3C(C(C(C(O3)CO)O)O)OC4C(C(C(C(O4)CO)O)OC(=O)N)O)C(=O)NC(C)C(C(C)C(=O)NC(C(C)O)C(=O)NCCC5=NC(=CS5)C6=NC(=CS6)C(=O)NCCC[S+](C)C)O. Drug 2: CN1C2=C(C=C(C=C2)N(CCCl)CCCl)N=C1CCCC(=O)O.Cl. Cell line: SK-MEL-5. Synergy scores: CSS=22.7, Synergy_ZIP=-7.80, Synergy_Bliss=-0.794, Synergy_Loewe=-22.9, Synergy_HSA=0.235. (3) Drug 1: CNC(=O)C1=CC=CC=C1SC2=CC3=C(C=C2)C(=NN3)C=CC4=CC=CC=N4. Drug 2: CN(CCCl)CCCl.Cl. Cell line: IGROV1. Synergy scores: CSS=11.1, Synergy_ZIP=-0.328, Synergy_Bliss=-6.19, Synergy_Loewe=-13.6, Synergy_HSA=-7.95.